Dataset: Forward reaction prediction with 1.9M reactions from USPTO patents (1976-2016). Task: Predict the product of the given reaction. (1) Given the reactants [F:1][C:2]([F:12])([F:11])[O:3][C:4]1[CH:9]=[CH:8][C:7](Br)=[CH:6][CH:5]=1.[S:13]1[CH:17]=[CH:16][CH:15]=[C:14]1B(O)O.C([O-])([O-])=O.[Na+].[Na+].ClCCl, predict the reaction product. The product is: [F:1][C:2]([F:12])([F:11])[O:3][C:4]1[CH:9]=[CH:8][C:7]([C:14]2[S:13][CH:17]=[CH:16][CH:15]=2)=[CH:6][CH:5]=1. (2) Given the reactants O[CH2:2][C:3]1[CH:7]=[N:6][N:5]([CH2:8][CH2:9][CH3:10])[N:4]=1.S(Cl)([Cl:13])=O, predict the reaction product. The product is: [Cl:13][CH2:2][C:3]1[CH:7]=[N:6][N:5]([CH2:8][CH2:9][CH3:10])[N:4]=1. (3) Given the reactants [CH3:1][O:2][CH:3]([O:21][CH3:22])[C:4]1[CH:5]=[C:6]([CH:15]=[CH:16][C:17]=1[N+:18]([O-:20])=[O:19])[O:7][C:8]1[CH:9]=[C:10]([NH2:14])[CH:11]=[CH:12][CH:13]=1.[C:23]1(=O)[CH2:28][CH2:27][CH2:26][CH2:25][CH2:24]1.[BH-](OC(C)=O)(OC(C)=O)OC(C)=O.[Na+].[OH-].[Na+], predict the reaction product. The product is: [CH:23]1([NH:14][C:10]2[CH:11]=[CH:12][CH:13]=[C:8]([O:7][C:6]3[CH:15]=[CH:16][C:17]([N+:18]([O-:20])=[O:19])=[C:4]([CH:3]([O:2][CH3:1])[O:21][CH3:22])[CH:5]=3)[CH:9]=2)[CH2:28][CH2:27][CH2:26][CH2:25][CH2:24]1. (4) Given the reactants C([O:8][C:9]1[C:10](=[O:27])[CH:11]=[C:12]([CH2:15][NH:16][S:17]([C:20]2[CH:25]=[CH:24][CH:23]=[C:22]([CH3:26])[CH:21]=2)(=[O:19])=[O:18])[O:13][CH:14]=1)C1C=CC=CC=1.OC1C(=O)C=C(CNS(C2C=CC=CC=2)(=O)=O)OC=1, predict the reaction product. The product is: [OH:8][C:9]1[C:10](=[O:27])[CH:11]=[C:12]([CH2:15][NH:16][S:17]([C:20]2[CH:25]=[CH:24][CH:23]=[C:22]([CH3:26])[CH:21]=2)(=[O:19])=[O:18])[O:13][CH:14]=1. (5) The product is: [CH:22]1[C:31]2[C:26](=[CH:27][CH:28]=[C:29]([NH:32][C:10](=[O:12])[C@@H:9]([N:8]([CH3:17])[C:6](=[O:7])[O:5][C:1]([CH3:2])([CH3:3])[CH3:4])[CH2:13][CH:14]([CH3:16])[CH3:15])[CH:30]=2)[CH:25]=[CH:24][N:23]=1. Given the reactants [C:1]([O:5][C:6]([N:8]([CH3:17])[C@@H:9]([CH2:13][CH:14]([CH3:16])[CH3:15])[C:10]([OH:12])=O)=[O:7])([CH3:4])([CH3:3])[CH3:2].C(Cl)CCl.[CH:22]1[C:31]2[C:26](=[CH:27][CH:28]=[C:29]([NH2:32])[CH:30]=2)[CH:25]=[CH:24][N:23]=1, predict the reaction product.